This data is from Full USPTO retrosynthesis dataset with 1.9M reactions from patents (1976-2016). The task is: Predict the reactants needed to synthesize the given product. (1) Given the product [CH3:7][C:4]1[N:3]([C:8]2[C:9]([CH3:18])=[CH:10][C:11]([C:12]([N:31]3[C:32]4[CH:38]=[CH:37][CH:36]=[CH:35][C:33]=4[CH2:34][N:28]4[CH:27]=[CH:26][CH:25]=[C:29]4[CH2:30]3)=[O:14])=[CH:15][C:16]=2[CH3:17])[C:2]([CH3:1])=[CH:6][CH:5]=1, predict the reactants needed to synthesize it. The reactants are: [CH3:1][C:2]1[N:3]([C:8]2[C:16]([CH3:17])=[CH:15][C:11]([C:12]([OH:14])=O)=[CH:10][C:9]=2[CH3:18])[C:4]([CH3:7])=[CH:5][CH:6]=1.C(Cl)(=O)C(Cl)=O.[CH:25]1[CH:26]=[CH:27][N:28]2[CH2:34][C:33]3[CH:35]=[CH:36][CH:37]=[CH:38][C:32]=3[NH:31][CH2:30][C:29]=12.CCN(C(C)C)C(C)C. (2) Given the product [Cl:25][C:20]1[CH:19]=[C:18](/[CH:17]=[CH:16]/[C:15]([N:10]2[CH2:11][CH2:12][C:13](=[O:14])[N:7]([CH2:6][CH2:5][C:4]([OH:27])=[O:3])[CH2:8][CH2:9]2)=[O:26])[CH:23]=[CH:22][C:21]=1[Cl:24], predict the reactants needed to synthesize it. The reactants are: C([O:3][C:4](=[O:27])[CH2:5][CH2:6][N:7]1[C:13](=[O:14])[CH2:12][CH2:11][N:10]([C:15](=[O:26])/[CH:16]=[CH:17]/[C:18]2[CH:23]=[CH:22][C:21]([Cl:24])=[C:20]([Cl:25])[CH:19]=2)[CH2:9][CH2:8]1)C.[OH-].[Li+].OS([O-])(=O)=O.[K+]. (3) Given the product [CH2:1]([O:3][C:4]([C:6]1[CH:50]=[CH:49][C:9]2[N:10]([CH:43]3[CH2:48][CH2:47][CH2:46][CH2:45][CH2:44]3)[C:11]([C:13]3[CH:14]=[C:15]4[C:20](=[CH:21][CH:22]=3)[N:19]=[C:18]([C:23]3[C:28]([C:29]5[CH:34]=[CH:33][C:32]([O:52][CH3:51])=[CH:31][CH:30]=5)=[CH:27][CH:26]=[C:25]([C:36]([N:38]5[CH2:42][CH2:41][CH2:40][CH2:39]5)=[O:37])[CH:24]=3)[CH:17]=[CH:16]4)=[N:12][C:8]=2[CH:7]=1)=[O:5])[CH3:2], predict the reactants needed to synthesize it. The reactants are: [CH2:1]([O:3][C:4]([C:6]1[CH:50]=[CH:49][C:9]2[N:10]([CH:43]3[CH2:48][CH2:47][CH2:46][CH2:45][CH2:44]3)[C:11]([C:13]3[CH:14]=[C:15]4[C:20](=[CH:21][CH:22]=3)[N:19]=[C:18]([C:23]3[C:28]([C:29]5[CH:34]=[CH:33][C:32](F)=[CH:31][CH:30]=5)=[CH:27][CH:26]=[C:25]([C:36]([N:38]5[CH2:42][CH2:41][CH2:40][CH2:39]5)=[O:37])[CH:24]=3)[CH:17]=[CH:16]4)=[N:12][C:8]=2[CH:7]=1)=[O:5])[CH3:2].[CH3:51][O:52]C1C=CC(B(O)O)=CC=1. (4) Given the product [Br:17][C:7]1[CH:8]=[C:3]([C:2]([F:1])([F:10])[F:11])[C:4](=[O:9])[NH:5][CH:6]=1, predict the reactants needed to synthesize it. The reactants are: [F:1][C:2]([F:11])([F:10])[C:3]1[C:4](=[O:9])[NH:5][CH:6]=[CH:7][CH:8]=1.CC([O-])=O.[Na+].[Br:17]Br. (5) Given the product [ClH:32].[ClH:32].[CH:19]12[CH2:20][CH2:21][CH:22]([CH2:23][CH2:24]1)[C@@H:17]([C:11]1[NH:12][C:13](=[O:16])[C:14]3[S:15][C:7]([C:3]4[CH:4]=[N:5][NH:6][C:2]=4[CH3:1])=[CH:8][C:9]=3[N:10]=1)[NH:18]2, predict the reactants needed to synthesize it. The reactants are: [CH3:1][C:2]1[NH:6][N:5]=[CH:4][C:3]=1[C:7]1[S:15][C:14]2[C:13](=[O:16])[NH:12][C:11]([C@@H:17]3[CH:22]4[CH2:23][CH2:24][CH:19]([CH2:20][CH2:21]4)[N:18]3C(OC(C)(C)C)=O)=[N:10][C:9]=2[CH:8]=1.[ClH:32].C(OCC)(=O)C. (6) Given the product [NH2:21][S:2]([CH:5]1[CH2:10][CH2:9][N:8]([C:11]([O:13][CH2:14][C:15]2[CH:20]=[CH:19][CH:18]=[CH:17][CH:16]=2)=[O:12])[CH2:7][CH2:6]1)(=[O:4])=[O:3], predict the reactants needed to synthesize it. The reactants are: Cl[S:2]([CH:5]1[CH2:10][CH2:9][N:8]([C:11]([O:13][CH2:14][C:15]2[CH:20]=[CH:19][CH:18]=[CH:17][CH:16]=2)=[O:12])[CH2:7][CH2:6]1)(=[O:4])=[O:3].[NH3:21]. (7) Given the product [Cl:23][C:20]1[N:19]=[CH:18][C:17]([C:9]2[O:8][C:4]3[N:5]=[CH:6][N:7]=[C:2]([N:24]4[CH2:29][CH2:28][CH:27]([OH:30])[CH2:26][CH2:25]4)[C:3]=3[C:10]=2[C:11]2[CH:16]=[CH:15][CH:14]=[CH:13][CH:12]=2)=[CH:22][CH:21]=1, predict the reactants needed to synthesize it. The reactants are: Cl[C:2]1[C:3]2[C:10]([C:11]3[CH:16]=[CH:15][CH:14]=[CH:13][CH:12]=3)=[C:9]([C:17]3[CH:18]=[N:19][C:20]([Cl:23])=[CH:21][CH:22]=3)[O:8][C:4]=2[N:5]=[CH:6][N:7]=1.[NH:24]1[CH2:29][CH2:28][CH:27]([OH:30])[CH2:26][CH2:25]1. (8) Given the product [Cl:39][C:37]1[CH:36]=[CH:35][C:12]([C:13]([NH:15][C:16]2[CH:28]=[C:27]([C:29]3[CH:34]=[CH:33][CH:32]=[CH:31][CH:30]=3)[CH:26]=[CH:25][C:17]=2[C:18]([O:20][C:21]([CH3:24])([CH3:23])[CH3:22])=[O:19])=[O:14])=[C:11]([OH:10])[CH:38]=1, predict the reactants needed to synthesize it. The reactants are: C(=O)([O-])[O-].[K+].[K+].C([O:10][C:11]1[CH:38]=[C:37]([Cl:39])[CH:36]=[CH:35][C:12]=1[C:13]([NH:15][C:16]1[CH:28]=[C:27]([C:29]2[CH:34]=[CH:33][CH:32]=[CH:31][CH:30]=2)[CH:26]=[CH:25][C:17]=1[C:18]([O:20][C:21]([CH3:24])([CH3:23])[CH3:22])=[O:19])=[O:14])(=O)C.